This data is from Reaction yield outcomes from USPTO patents with 853,638 reactions. The task is: Predict the reaction yield, written as a fraction of the theoretical maximum amount of product (1.0 means a 100% yield; for example, 0.34 means a 34% yield). (1) The reactants are [CH:1]1([C:4]([N:6]2[CH2:11][CH2:10][N:9](C(OC(C)(C)C)=O)[CH2:8][CH2:7]2)=[O:5])[CH2:3][CH2:2]1.[ClH:19].CO. The catalyst is CO. The product is [ClH:19].[CH:1]1([C:4]([N:6]2[CH2:11][CH2:10][NH:9][CH2:8][CH2:7]2)=[O:5])[CH2:2][CH2:3]1. The yield is 1.00. (2) The product is [CH3:1][C:2]1[N:7]=[C:6]([C:8]2[CH:13]=[CH:12][CH:11]=[C:10]([C:14]3[CH:15]=[C:16]([S:20]([NH:34][CH:35]4[CH2:40][CH2:39][O:38][CH2:37][CH2:36]4)(=[O:22])=[O:21])[CH:17]=[CH:18][CH:19]=3)[N:9]=2)[CH:5]=[C:4]([C:24]2[CH:29]=[CH:28][C:27]([C:30]([F:33])([F:32])[F:31])=[CH:26][CH:25]=2)[CH:3]=1. The catalyst is C1COCC1.CCOC(C)=O. The reactants are [CH3:1][C:2]1[N:7]=[C:6]([C:8]2[CH:13]=[CH:12][CH:11]=[C:10]([C:14]3[CH:15]=[C:16]([S:20](Cl)(=[O:22])=[O:21])[CH:17]=[CH:18][CH:19]=3)[N:9]=2)[CH:5]=[C:4]([C:24]2[CH:29]=[CH:28][C:27]([C:30]([F:33])([F:32])[F:31])=[CH:26][CH:25]=2)[CH:3]=1.[NH2:34][CH:35]1[CH2:40][CH2:39][O:38][CH2:37][CH2:36]1. The yield is 0.870. (3) The reactants are [F:1][C:2]1[CH:3]=[CH:4][C:5]([CH3:10])=[C:6]([CH:9]=1)[C:7]#[N:8].[Br:11]N1C(=O)CCC1=O. The catalyst is C(OOC(=O)C1C=CC=CC=1)(=O)C1C=CC=CC=1.C(Cl)(Cl)(Cl)Cl. The product is [Br:11][CH2:10][C:5]1[CH:4]=[CH:3][C:2]([F:1])=[CH:9][C:6]=1[C:7]#[N:8]. The yield is 1.02. (4) The reactants are [F:1][C:2]1[CH:3]=[C:4]2[C:8](=[CH:9][CH:10]=1)[N:7]([CH3:11])[CH:6]=[C:5]2[CH:12]=[O:13].[Mn]([O-])(=O)(=O)=[O:15].[K+]. The catalyst is CC(C)=O. The product is [F:1][C:2]1[CH:3]=[C:4]2[C:8](=[CH:9][CH:10]=1)[N:7]([CH3:11])[CH:6]=[C:5]2[C:12]([OH:15])=[O:13]. The yield is 0.610. (5) The reactants are [CH3:1][C:2]1[N:7]=[C:6]([NH:8][CH3:9])[N:5]=[C:4]([NH:10][CH:11]2[CH2:16][CH2:15][CH2:14][CH:13]([C:17]([OH:19])=O)[CH2:12]2)[N:3]=1.[NH2:20][CH2:21][C:22]1[CH:29]=[CH:28][C:25]([C:26]#[N:27])=[CH:24][C:23]=1[C:30]([F:33])([F:32])[F:31].C(N(C(C)C)CC)(C)C.F[P-](F)(F)(F)(F)F.N1(O[P+](N(C)C)(N(C)C)N(C)C)C2C=CC=CC=2N=N1. The catalyst is CN(C)C=O. The product is [C:26]([C:25]1[CH:28]=[CH:29][C:22]([CH2:21][NH:20][C:17]([C@H:13]2[CH2:14][CH2:15][CH2:16][C@@H:11]([NH:10][C:4]3[N:3]=[C:2]([CH3:1])[N:7]=[C:6]([NH:8][CH3:9])[N:5]=3)[CH2:12]2)=[O:19])=[C:23]([C:30]([F:31])([F:33])[F:32])[CH:24]=1)#[N:27]. The yield is 0.560. (6) The reactants are C(OC([N:8]1[CH2:12][CH2:11][CH2:10][CH:9]1[CH2:13][NH:14][C:15]1[CH:20]=[CH:19][C:18]([C:21](=[O:27])[N:22]([CH2:25][CH3:26])[CH2:23][CH3:24])=[CH:17][C:16]=1[O:28][C:29]1[CH:34]=[CH:33][CH:32]=[CH:31][CH:30]=1)=O)(C)(C)C.C(O)(C(F)(F)F)=O. The catalyst is C(Cl)Cl. The product is [CH2:25]([N:22]([CH2:23][CH3:24])[C:21](=[O:27])[C:18]1[CH:19]=[CH:20][C:15]([NH:14][CH2:13][C@@H:9]2[CH2:10][CH2:11][CH2:12][NH:8]2)=[C:16]([O:28][C:29]2[CH:30]=[CH:31][CH:32]=[CH:33][CH:34]=2)[CH:17]=1)[CH3:26]. The yield is 0.490. (7) The reactants are B(O)(O)[C@H]1N(C([C@@H](N)C(C)C)=O)CCC1.CS(O)(=O)=O.[C:21]([O:24][CH2:25][C:26]([CH2:28][O:29][C:30](=[O:32])[CH3:31])=O)(=[O:23])[CH3:22].CC(OC)(C)C.[C:39]([CH:44]=P(C1C=CC=CC=1)(C1C=CC=CC=1)C1C=CC=CC=1)([O:41][CH2:42][CH3:43])=[O:40]. The catalyst is CCCCCCC.C(OCC)(=O)C.C1(C)C=CC=CC=1.CCCCCCC. The product is [CH2:42]([O:41][C:39](=[O:40])[CH:44]=[C:26]([CH2:25][O:24][C:21](=[O:23])[CH3:22])[CH2:28][O:29][C:30](=[O:32])[CH3:31])[CH3:43]. The yield is 0.980. (8) The reactants are [S:1]([N:11]1[CH:15]=[CH:14][N:13]=[C:12]1[CH:16]=O)([C:4]1[CH:10]=[CH:9][C:7]([CH3:8])=[CH:6][CH:5]=1)(=[O:3])=[O:2].CC1C([P+]([O:38][C:39]([CH3:41])=[O:40])(C2C=CC=CC=2)C2C=CC=CC=2)=CC=CC=1.[CH2:42]1COCC1. No catalyst specified. The product is [S:1]([N:11]1[CH:15]=[CH:14][N:13]=[C:12]1[CH:16]=[CH:41][C:39]([O:38][CH3:42])=[O:40])([C:4]1[CH:5]=[CH:6][C:7]([CH3:8])=[CH:9][CH:10]=1)(=[O:2])=[O:3]. The yield is 0.760. (9) The reactants are [CH3:1][O:2][C:3]1[CH:8]=[CH:7][CH:6]=[C:5]([N:9]2[CH2:14][CH2:13][O:12][CH2:11][CH2:10]2)[CH:4]=1.Cl[S:16]([OH:19])(=[O:18])=[O:17]. No catalyst specified. The product is [CH3:1][O:2][C:3]1[CH:8]=[CH:7][C:6]([S:16]([OH:19])(=[O:18])=[O:17])=[C:5]([N:9]2[CH2:14][CH2:13][O:12][CH2:11][CH2:10]2)[CH:4]=1. The yield is 0.200. (10) The reactants are [Cl:1][C:2]1[C:7]([N+:8]([O-:10])=[O:9])=[CH:6][CH:5]=[C:4](Cl)[N:3]=1.[C:12]1(B(O)O)[CH:17]=[CH:16][CH:15]=[CH:14][CH:13]=1.C([O-])([O-])=O.[Cs+].[Cs+]. The catalyst is O1CCOCC1.C1C=CC([P]([Pd]([P](C2C=CC=CC=2)(C2C=CC=CC=2)C2C=CC=CC=2)([P](C2C=CC=CC=2)(C2C=CC=CC=2)C2C=CC=CC=2)[P](C2C=CC=CC=2)(C2C=CC=CC=2)C2C=CC=CC=2)(C2C=CC=CC=2)C2C=CC=CC=2)=CC=1. The product is [Cl:1][C:2]1[C:7]([N+:8]([O-:10])=[O:9])=[CH:6][CH:5]=[C:4]([C:12]2[CH:17]=[CH:16][CH:15]=[CH:14][CH:13]=2)[N:3]=1. The yield is 0.410.